Dataset: Human Reference Interactome with 51,813 positive PPI pairs across 8,248 proteins, plus equal number of experimentally-validated negative pairs. Task: Binary Classification. Given two protein amino acid sequences, predict whether they physically interact or not. Protein 1 (ENSG00000137575) has sequence MSLYPSLEDLKVDKVIQAQTAFSANPANPAILSEASAPIPHDGNLYPRLYPELSQYMGLSLNEEEIRANVAVVSGAPLQGQLVARPSSINYMVAPVTGNDVGIRRAEIKQGIREVILCKDQDGKIGLRLKSIDNGIFVQLVQANSPASLVGLRFGDQVLQINGENCAGWSSDKAHKVLKQAFGEKITMTIRDRPFERTITMHKDSTGHVGFIFKNGKITSIVKDSSAARNGLLTEHNICEINGQNVIGLKDSQIADILSTSGTVVTITIMPAFIFEHIIKRMAPSIMKSLMDHTIPEV*M.... Result: 1 (the proteins interact). Protein 2 (ENSG00000230989) has sequence MAETDPKTVQDLTSVVQTLLQQMQDKFQTMSDQIIGRIDDMSSRIDDLEKNIADLMTQAGVEELESENKIPATQKS*MAETDPKTVQDLTSVVRDGCEGRRPRPSRAAPGQALLDRGAPTAAARGVCRGPVSGSVSGRGSRPP*.